Dataset: Reaction yield outcomes from USPTO patents with 853,638 reactions. Task: Predict the reaction yield, written as a fraction of the theoretical maximum amount of product (1.0 means a 100% yield; for example, 0.34 means a 34% yield). (1) The reactants are [NH2:1][C:2]1[N:7]=[CH:6][N:5]=[C:4]2[N:8]([CH2:26][C@H:27]3[CH2:31][CH2:30][CH2:29][N:28]3[C:32](=[O:36])[CH2:33][C:34]#[N:35])[N:9]=[C:10]([C:11]3[CH:16]=[CH:15][C:14]([O:17][C:18]4[C:23]([F:24])=[CH:22][CH:21]=[CH:20][C:19]=4[F:25])=[CH:13][CH:12]=3)[C:3]=12.N1[CH2:42][CH2:41][CH2:40][CH2:39]C1. The catalyst is CO.C1(C=O)CC1. The product is [NH2:1][C:2]1[N:7]=[CH:6][N:5]=[C:4]2[N:8]([CH2:26][C@H:27]3[CH2:31][CH2:30][CH2:29][N:28]3[C:32]([C:33](=[CH:39][CH:40]3[CH2:42][CH2:41]3)[C:34]#[N:35])=[O:36])[N:9]=[C:10]([C:11]3[CH:16]=[CH:15][C:14]([O:17][C:18]4[C:23]([F:24])=[CH:22][CH:21]=[CH:20][C:19]=4[F:25])=[CH:13][CH:12]=3)[C:3]=12. The yield is 0.230. (2) The reactants are [F:1][C:2]1[CH:3]=[CH:4][C:5]([OH:35])=[C:6]([C:8]2[N:17]=[C:16]([NH:18][C@@H:19]3[CH2:23]B(C(OC(C)(C)C)=O)[C@@H:21](C(OC)=O)[CH2:20]3)[C:15]3[C:10](=[CH:11][CH:12]=[CH:13][CH:14]=3)[N:9]=2)[CH:7]=1.[Cl-].[NH4+:37]. The catalyst is C(OCC)C.C1COCC1. The yield is 0.310. The product is [F:1][C:2]1[CH:3]=[CH:4][C:5]([OH:35])=[C:6]([C:8]2[N:17]=[C:16]([NH:18][C@H:19]3[CH2:20][C@H:21]([C:5]([OH:35])([CH3:6])[CH3:4])[NH:37][CH2:23]3)[C:15]3[C:10](=[CH:11][CH:12]=[CH:13][CH:14]=3)[N:9]=2)[CH:7]=1.